From a dataset of Catalyst prediction with 721,799 reactions and 888 catalyst types from USPTO. Predict which catalyst facilitates the given reaction. (1) Reactant: [C:1]([O:5][C:6]([NH:8][C:9]1[CH:14]=[CH:13][CH:12]=[CH:11][C:10]=1[NH:15][C:16](=[O:32])[C:17]1[CH:22]=[CH:21][C:20](B2OC(C)(C)C(C)(C)O2)=[CH:19][CH:18]=1)=[O:7])([CH3:4])([CH3:3])[CH3:2].Br[C:34]1[CH:35]=[N:36][C:37]([Cl:40])=[N:38][CH:39]=1.C(=O)([O-])O.[Na+]. Product: [C:1]([O:5][C:6]([NH:8][C:9]1[CH:14]=[CH:13][CH:12]=[CH:11][C:10]=1[NH:15][C:16](=[O:32])[C:17]1[CH:18]=[CH:19][C:20]([C:34]2[CH:35]=[N:36][C:37]([Cl:40])=[N:38][CH:39]=2)=[CH:21][CH:22]=1)=[O:7])([CH3:4])([CH3:2])[CH3:3]. The catalyst class is: 276. (2) Reactant: [Cl:1][C:2]1[N:3]=[C:4]2[NH:12][C@H:11]([C:13]([F:16])([F:15])[F:14])[CH2:10][CH2:9][N:5]2[C:6](=[O:8])[CH:7]=1.C(=O)([O-])[O-].[Cs+].[Cs+].Br.Br[CH2:25][C:26]([C:28]1[S:32][CH:31]=[N:30][C:29]=1[CH3:33])=[O:27]. Product: [Cl:1][C:2]1[N:3]=[C:4]2[N:12]([CH2:25][C:26]([C:28]3[S:32][CH:31]=[N:30][C:29]=3[CH3:33])=[O:27])[C@H:11]([C:13]([F:14])([F:15])[F:16])[CH2:10][CH2:9][N:5]2[C:6](=[O:8])[CH:7]=1. The catalyst class is: 10. (3) Reactant: Cl.[Cl:2][C:3]1[CH:4]=[CH:5][C:6]2[N:10]=[C:9]([CH2:11][CH:12]3[CH2:17][CH2:16][N:15]([CH2:18][C:19]4[CH:26]=[CH:25][C:22]([C:23]#[N:24])=[CH:21][CH:20]=4)[C:14](=[O:27])[CH2:13]3)[NH:8][C:7]=2[CH:28]=1.[NH3:29]. Product: [Cl:2][C:3]1[CH:4]=[CH:5][C:6]2[N:10]=[C:9]([CH2:11][CH:12]3[CH2:17][CH2:16][N:15]([CH2:18][C:19]4[CH:20]=[CH:21][C:22]([C:23]([NH2:29])=[NH:24])=[CH:25][CH:26]=4)[C:14](=[O:27])[CH2:13]3)[NH:8][C:7]=2[CH:28]=1. The catalyst class is: 5. (4) Reactant: [F:1][C:2]([F:19])([F:18])[C:3]1[CH:8]=[CH:7][C:6]([S:9]([N:12]2[CH2:17][CH2:16][NH:15][CH2:14][CH2:13]2)(=[O:11])=[O:10])=[CH:5][CH:4]=1.C1C=CC2N(O)N=NC=2C=1.O.CN(C(ON1N=NC2C=CC=CC1=2)=[N+](C)C)C.F[P-](F)(F)(F)(F)F.[N:55]1[CH:60]=[CH:59][C:58]([C:61](O)=[O:62])=[CH:57][CH:56]=1.CCN(C(C)C)C(C)C. Product: [N:55]1[CH:60]=[CH:59][C:58]([C:61]([N:15]2[CH2:16][CH2:17][N:12]([S:9]([C:6]3[CH:5]=[CH:4][C:3]([C:2]([F:1])([F:18])[F:19])=[CH:8][CH:7]=3)(=[O:10])=[O:11])[CH2:13][CH2:14]2)=[O:62])=[CH:57][CH:56]=1. The catalyst class is: 85. (5) Reactant: [CH3:1][S:2]([OH:5])(=[O:4])=[O:3].[CH:6]1([NH:9][C:10](=[O:38])[C:11]2[CH:16]=[CH:15][C:14]([CH3:17])=[C:13]([N:18]3[C:27](=[O:28])[C:26]4[C:21](=[CH:22][CH:23]=[C:24]([N:29]5[CH2:34][CH2:33][N:32]([CH:35]([CH3:37])[CH3:36])[CH2:31][CH2:30]5)[CH:25]=4)[N:20]=[CH:19]3)[CH:12]=2)[CH2:8][CH2:7]1. Product: [CH3:1][S:2]([OH:5])(=[O:4])=[O:3].[CH:6]1([NH:9][C:10](=[O:38])[C:11]2[CH:16]=[CH:15][C:14]([CH3:17])=[C:13]([N:18]3[C:27](=[O:28])[C:26]4[C:21](=[CH:22][CH:23]=[C:24]([N:29]5[CH2:30][CH2:31][N:32]([CH:35]([CH3:36])[CH3:37])[CH2:33][CH2:34]5)[CH:25]=4)[N:20]=[CH:19]3)[CH:12]=2)[CH2:8][CH2:7]1. The catalyst class is: 13. (6) Reactant: [Li][CH2:2]CCC.CC1(C)CCCC(C)(C)N1.[Cl:16][C:17]1[CH:22]=[CH:21][N:20]=[CH:19][C:18]=1[F:23].CI. Product: [Cl:16][C:17]1[CH:22]=[CH:21][N:20]=[C:19]([CH3:2])[C:18]=1[F:23]. The catalyst class is: 1. (7) The catalyst class is: 20. Product: [CH:18]1([NH:17][C:13]2[CH:12]=[C:11]([C:8]3[CH:7]=[CH:6][C:5]([C:3]([OH:4])=[O:2])=[CH:10][N:9]=3)[CH:16]=[CH:15][N:14]=2)[CH2:19][CH2:20][CH2:21][CH2:22][CH2:23]1. Reactant: C[O:2][C:3]([C:5]1[CH:6]=[CH:7][C:8]([C:11]2[CH:16]=[CH:15][N:14]=[C:13]([NH:17][CH:18]3[CH2:23][CH2:22][CH2:21][CH2:20][CH2:19]3)[CH:12]=2)=[N:9][CH:10]=1)=[O:4].[OH-].[Li+].Cl. (8) Reactant: [F:1][C:2]1[CH:7]=[C:6]([O:8][CH3:9])[CH:5]=[CH:4][C:3]=1[SH:10].C([O-])([O-])=O.[K+].[K+].Cl[CH2:18][C:19](=[O:21])[CH3:20]. Product: [F:1][C:2]1[CH:7]=[C:6]([O:8][CH3:9])[CH:5]=[CH:4][C:3]=1[S:10][CH2:18][C:19]([CH3:20])=[O:21]. The catalyst class is: 21. (9) Reactant: [NH2:1][C:2]1[CH:7]=[C:6]([N+:8]([O-:10])=[O:9])[CH:5]=[CH:4][C:3]=1[OH:11].C(=O)([O-])[O-].[K+].[K+].[CH:18](I)([CH3:20])[CH3:19].[C:22]1(O)[CH:27]=CC=C[CH:23]=1.C1(O)C=CC=CC=1.NC1C=CC=CC=1. Product: [CH:18]([O:11][C:3]1[CH:4]=[CH:5][C:6]([N+:8]([O-:10])=[O:9])=[CH:7][C:2]=1[NH:1][CH:22]([CH3:27])[CH3:23])([CH3:20])[CH3:19]. The catalyst class is: 288. (10) Reactant: [CH2:1]([N:8]1[CH2:15][C@H:14]2[C@H:10]([C@H:11](O[Si](C(C)(C)C)(C)C)[CH2:12][C:13]2=[O:16])[CH2:9]1)[C:2]1[CH:7]=[CH:6][CH:5]=[CH:4][CH:3]=1.C([Si](C)(C)O)(C)(C)C.[F-].C([N+](CCCC)(CCCC)CCCC)CCC.O. Product: [CH2:1]([N:8]1[CH2:15][C@H:14]2[C@H:10]([CH:11]=[CH:12][C:13]2=[O:16])[CH2:9]1)[C:2]1[CH:3]=[CH:4][CH:5]=[CH:6][CH:7]=1. The catalyst class is: 7.